This data is from Forward reaction prediction with 1.9M reactions from USPTO patents (1976-2016). The task is: Predict the product of the given reaction. (1) The product is: [CH3:34][O:33][CH2:32][O:31][C:29]1[CH:28]=[CH:27][C:26]([N+:35]([O-:37])=[O:36])=[C:25]([NH:1][C:2]2[S:6][C:5]([C:7]([O:9][CH3:10])=[O:8])=[C:4]([O:11][C@@H:12]([C:14]3[CH:19]=[CH:18][CH:17]=[CH:16][C:15]=3[C:20]([F:23])([F:21])[F:22])[CH3:13])[CH:3]=2)[CH:30]=1. Given the reactants [NH2:1][C:2]1[S:6][C:5]([C:7]([O:9][CH3:10])=[O:8])=[C:4]([O:11][C@@H:12]([C:14]2[CH:19]=[CH:18][CH:17]=[CH:16][C:15]=2[C:20]([F:23])([F:22])[F:21])[CH3:13])[CH:3]=1.Br[C:25]1[CH:30]=[C:29]([O:31][CH2:32][O:33][CH3:34])[CH:28]=[CH:27][C:26]=1[N+:35]([O-:37])=[O:36].C(=O)([O-])[O-].[Cs+].[Cs+], predict the reaction product. (2) The product is: [CH3:1][S:2]([C:5]1[N:6]=[CH:7][C:8]([O:11][C:12]2[CH:17]=[CH:16][C:15]([NH2:18])=[C:14]([O:21][CH:22]3[CH2:27][CH2:26][O:25][CH2:24][CH2:23]3)[CH:13]=2)=[CH:9][CH:10]=1)(=[O:3])=[O:4]. Given the reactants [CH3:1][S:2]([C:5]1[CH:10]=[CH:9][C:8]([O:11][C:12]2[CH:17]=[CH:16][C:15]([N+:18]([O-])=O)=[C:14]([O:21][CH:22]3[CH2:27][CH2:26][O:25][CH2:24][CH2:23]3)[CH:13]=2)=[CH:7][N:6]=1)(=[O:4])=[O:3], predict the reaction product.